From a dataset of Reaction yield outcomes from USPTO patents with 853,638 reactions. Predict the reaction yield, written as a fraction of the theoretical maximum amount of product (1.0 means a 100% yield; for example, 0.34 means a 34% yield). (1) The reactants are [F:1][C:2]([F:27])([F:26])[C:3]1[CH:8]=[CH:7][C:6]([C:9]([C:16]2[CH:21]=[CH:20][C:19]([C:22]([F:25])([F:24])[F:23])=[CH:18][CH:17]=2)=[CH:10]/[CH:11]=[CH:12]/[C:13](O)=[O:14])=[CH:5][CH:4]=1.[N:28]1C=CC=CC=1.S(Cl)(Cl)=O.N[C:39]1[CH:40]=[C:41]([C:45]2[CH:50]=[CH:49][N:48]=[C:47]([CH3:51])[N:46]=2)[CH:42]=[CH:43][CH:44]=1. The catalyst is CC(N(C)C)=O.[Cl-].[Na+].O. The product is [CH3:51][C:47]1[N:46]=[C:45]([C:41]2[CH:42]=[CH:43][CH:44]=[CH:39][C:40]=2[NH:28][C:13](=[O:14])/[CH:12]=[CH:11]/[CH:10]=[C:9]([C:16]2[CH:21]=[CH:20][C:19]([C:22]([F:25])([F:24])[F:23])=[CH:18][CH:17]=2)[C:6]2[CH:7]=[CH:8][C:3]([C:2]([F:27])([F:26])[F:1])=[CH:4][CH:5]=2)[CH:50]=[CH:49][N:48]=1. The yield is 0.630. (2) The reactants are Br[CH2:2][C:3]1[CH:8]=[CH:7][C:6]([Cl:9])=[C:5]([O:10][CH3:11])[CH:4]=1.[C-:12]#[N:13].[Na+]. The catalyst is C(O)C. The product is [Cl:9][C:6]1[CH:7]=[CH:8][C:3]([CH2:2][C:12]#[N:13])=[CH:4][C:5]=1[O:10][CH3:11]. The yield is 0.480. (3) The reactants are Br[C:2]1[C:3]2[N:4]([CH:17]=[N:18][N:19]=2)[CH:5]=[C:6]([C:8]2[S:12][C:11]([NH:13][CH:14]([CH3:16])[CH3:15])=[N:10][CH:9]=2)[CH:7]=1.[F:20][C:21]1[CH:26]=[CH:25][CH:24]=[CH:23][C:22]=1B(O)O.[O-]P([O-])([O-])=O.[K+].[K+].[K+]. The catalyst is C1(C)C=CC=CC=1.CCO.C1C=CC([P]([Pd]([P](C2C=CC=CC=2)(C2C=CC=CC=2)C2C=CC=CC=2)([P](C2C=CC=CC=2)(C2C=CC=CC=2)C2C=CC=CC=2)[P](C2C=CC=CC=2)(C2C=CC=CC=2)C2C=CC=CC=2)(C2C=CC=CC=2)C2C=CC=CC=2)=CC=1. The product is [F:20][C:21]1[CH:26]=[CH:25][CH:24]=[CH:23][C:22]=1[C:2]1[C:3]2[N:4]([CH:17]=[N:18][N:19]=2)[CH:5]=[C:6]([C:8]2[S:12][C:11]([NH:13][CH:14]([CH3:16])[CH3:15])=[N:10][CH:9]=2)[CH:7]=1. The yield is 0.470. (4) The reactants are [F:1][C:2]1[CH:3]=[C:4]([CH2:9][C:10]([OH:12])=O)[CH:5]=[C:6]([F:8])[CH:7]=1.[C:13](Cl)(=O)[C:14](Cl)=O.[Cl-].[Al+3].[Cl-].[Cl-].Cl. The catalyst is C(Cl)Cl.CN(C)C=O. The product is [F:8][C:6]1[CH:7]=[C:2]([F:1])[CH:3]=[C:4]2[C:5]=1[CH2:13][CH2:14][C:10](=[O:12])[CH2:9]2. The yield is 0.950. (5) The yield is 0.940. The product is [CH:33]1([N:25]2[C:23]3[N:24]=[C:19]([NH:18][C:15]4[N:14]=[CH:13][C:12]([N:9]5[CH2:8][CH2:7][N:6]([CH:4]([CH3:5])[C:3]([OH:38])=[O:2])[CH2:11][CH2:10]5)=[CH:17][CH:16]=4)[N:20]=[CH:21][C:22]=3[CH:27]=[C:26]2[C:28](=[O:32])[N:29]([CH3:31])[CH3:30])[CH2:34][CH2:35][CH2:36][CH2:37]1. The reactants are C[O:2][C:3](=[O:38])[CH:4]([N:6]1[CH2:11][CH2:10][N:9]([C:12]2[CH:13]=[N:14][C:15]([NH:18][C:19]3[N:20]=[CH:21][C:22]4[CH:27]=[C:26]([C:28](=[O:32])[N:29]([CH3:31])[CH3:30])[N:25]([CH:33]5[CH2:37][CH2:36][CH2:35][CH2:34]5)[C:23]=4[N:24]=3)=[CH:16][CH:17]=2)[CH2:8][CH2:7]1)[CH3:5].[Li+].[OH-]. The catalyst is C1COCC1.O.